From a dataset of Catalyst prediction with 721,799 reactions and 888 catalyst types from USPTO. Predict which catalyst facilitates the given reaction. (1) Reactant: C([O:8][C:9](=O)[C@@H:10]([CH3:19])[NH:11][C:12]([O:14][C:15]([CH3:18])([CH3:17])[CH3:16])=[O:13])C1C=CC=CC=1.[C:21]([O:35][CH2:36][C:37]1[CH:42]=[CH:41][CH:40]=[CH:39][CH:38]=1)(=[O:34])/[CH:22]=[CH:23]/[C:24]([O:26][CH2:27][C:28]1[CH:33]=[CH:32][CH:31]=[CH:30][CH:29]=1)=[O:25].[H-].[Na+]. Product: [C:15]([O:14][C:12]([N:11]1[CH:10]([CH3:19])[C:9](=[O:8])[CH:23]([C:24]([O:26][CH2:27][C:28]2[CH:33]=[CH:32][CH:31]=[CH:30][CH:29]=2)=[O:25])[CH:22]1[C:21]([O:35][CH2:36][C:37]1[CH:42]=[CH:41][CH:40]=[CH:39][CH:38]=1)=[O:34])=[O:13])([CH3:18])([CH3:17])[CH3:16]. The catalyst class is: 715. (2) Reactant: CON(C)[C:4]([C:6]1[C:15](=[O:16])[C:14]2[C:9](=[CH:10][CH:11]=[CH:12][CH:13]=2)[N:8]([CH2:17][C:18]2[CH:23]=[CH:22][CH:21]=[C:20]([Cl:24])[CH:19]=2)[CH:7]=1)=[O:5].[Cl:26][C:27]1[CH:32]=[CH:31][C:30](I)=[CH:29][N:28]=1.C([Mg]Cl)(C)C. Product: [Cl:24][C:20]1[CH:19]=[C:18]([CH:23]=[CH:22][CH:21]=1)[CH2:17][N:8]1[C:9]2[C:10](=[CH:11][CH:12]=[CH:13][CH:14]=2)[C:4](=[O:5])[C:6]([C:15]([C:30]2[CH:29]=[N:28][C:27]([Cl:26])=[CH:32][CH:31]=2)=[O:16])=[CH:7]1. The catalyst class is: 1. (3) Reactant: Cl.[CH3:2][O:3][NH:4][CH3:5].[CH:6]1([S:9]([C:12]2[CH:17]=[CH:16][C:15](/[C:18](=[CH:22]\[CH:23]3[CH2:28][CH2:27][O:26][CH2:25][CH2:24]3)/[C:19](O)=[O:20])=[CH:14][CH:13]=2)(=[O:11])=[O:10])[CH2:8][CH2:7]1.Cl.C(N=C=NCCCN(C)C)C.ON1C2C=CC=CC=2N=N1. Product: [CH:6]1([S:9]([C:12]2[CH:13]=[CH:14][C:15](/[C:18](=[CH:22]\[CH:23]3[CH2:24][CH2:25][O:26][CH2:27][CH2:28]3)/[C:19]([N:4]([O:3][CH3:2])[CH3:5])=[O:20])=[CH:16][CH:17]=2)(=[O:10])=[O:11])[CH2:8][CH2:7]1. The catalyst class is: 842. (4) Reactant: [C:1]([C:3]1[C:4]([N:15]2[CH2:20][CH2:19][CH2:18][CH:17]([CH2:21][C:22](O)=[O:23])[CH2:16]2)=[N:5][C:6]([CH3:14])=[C:7]([C:9]([O:11][CH2:12][CH3:13])=[O:10])[CH:8]=1)#[N:2].CCN=C=NCCCN(C)C.C1C=CC2N(O)N=NC=2C=1.[C:46]1([S:52]([NH2:55])(=[O:54])=[O:53])[CH:51]=[CH:50][CH:49]=[CH:48][CH:47]=1.CCN(C(C)C)C(C)C. Product: [C:1]([C:3]1[C:4]([N:15]2[CH2:20][CH2:19][CH2:18][CH:17]([CH2:21][C:22](=[O:23])[NH:55][S:52]([C:46]3[CH:51]=[CH:50][CH:49]=[CH:48][CH:47]=3)(=[O:54])=[O:53])[CH2:16]2)=[N:5][C:6]([CH3:14])=[C:7]([CH:8]=1)[C:9]([O:11][CH2:12][CH3:13])=[O:10])#[N:2]. The catalyst class is: 2.